From a dataset of Reaction yield outcomes from USPTO patents with 853,638 reactions. Predict the reaction yield, written as a fraction of the theoretical maximum amount of product (1.0 means a 100% yield; for example, 0.34 means a 34% yield). The reactants are [C:1]([C:5]1[CH:6]=[CH:7][C:8]([O:21]COC)=[C:9]([C:11]2[N:16]=[CH:15][C:14]([C:17](F)(F)F)=[CH:13]N=2)[CH:10]=1)([CH3:4])([CH3:3])[CH3:2].[C:25]1(C)C=CC(S(O)(=O)=O)=CC=1. The catalyst is CO. The product is [C:1]([C:5]1[CH:6]=[CH:7][C:8]([OH:21])=[C:9]([C:11]2[CH:25]=[CH:13][C:14]([CH3:17])=[CH:15][N:16]=2)[CH:10]=1)([CH3:2])([CH3:3])[CH3:4]. The yield is 1.00.